Dataset: Reaction yield outcomes from USPTO patents with 853,638 reactions. Task: Predict the reaction yield, written as a fraction of the theoretical maximum amount of product (1.0 means a 100% yield; for example, 0.34 means a 34% yield). (1) The reactants are [CH3:1][CH2:2][CH2:3][CH:4]([NH2:8])[CH2:5][CH2:6][CH3:7].[N:9]([C:12]1[CH:17]=[CH:16][C:15]([O:18][CH3:19])=[CH:14][C:13]=1[O:20][CH3:21])=[C:10]=[O:11]. No catalyst specified. The product is [CH3:21][O:20][C:13]1[CH:14]=[C:15]([O:18][CH3:19])[CH:16]=[CH:17][C:12]=1[NH:9][C:10]([NH:8][CH:4]([CH2:5][CH2:6][CH3:7])[CH2:3][CH2:2][CH3:1])=[O:11]. The yield is 0.880. (2) The reactants are CC(OI1(OC(C)=O)(OC(C)=O)OC(=O)C2C=CC=CC1=2)=O.[F:23][C:24]([F:64])([F:63])[C:25]1[CH:26]=[C:27]([C@H:35]([O:37][C@@H:38]2[C@@H:43]([C:44]3[CH:49]=[CH:48][C:47]([F:50])=[CH:46][CH:45]=3)[C@H:42]([CH2:51][N:52]3[CH2:62][CH2:61][C:55]4([CH2:59][O:58][CH2:57][C@H:56]4[OH:60])[CH2:54][CH2:53]3)[CH2:41][CH2:40][O:39]2)[CH3:36])[CH:28]=[C:29]([C:31]([F:34])([F:33])[F:32])[CH:30]=1. The catalyst is ClCCl. The product is [F:64][C:24]([F:23])([F:63])[C:25]1[CH:26]=[C:27]([C@H:35]([O:37][C@@H:38]2[C@@H:43]([C:44]3[CH:49]=[CH:48][C:47]([F:50])=[CH:46][CH:45]=3)[C@H:42]([CH2:51][N:52]3[CH2:53][CH2:54][C:55]4([CH2:59][O:58][CH2:57][C:56]4=[O:60])[CH2:61][CH2:62]3)[CH2:41][CH2:40][O:39]2)[CH3:36])[CH:28]=[C:29]([C:31]([F:32])([F:33])[F:34])[CH:30]=1. The yield is 0.600.